Predict the product of the given reaction. From a dataset of Forward reaction prediction with 1.9M reactions from USPTO patents (1976-2016). (1) Given the reactants Cl[C:2]1[C:7]([C:8]([NH:10][C@H:11]([C:13]2[CH:25]=[CH:24][C:16]([C:17]([O:19]C(C)(C)C)=[O:18])=[CH:15][CH:14]=2)[CH3:12])=[O:9])=[CH:6][C:5]([Cl:26])=[CH:4][N:3]=1.[F:27][C:28]1[C:33]([F:34])=[CH:32][CH:31]=[CH:30][C:29]=1[OH:35], predict the reaction product. The product is: [Cl:26][C:5]1[CH:6]=[C:7]([C:8]([NH:10][C@H:11]([C:13]2[CH:14]=[CH:15][C:16]([C:17]([OH:19])=[O:18])=[CH:24][CH:25]=2)[CH3:12])=[O:9])[C:2]([O:35][C:29]2[CH:30]=[CH:31][CH:32]=[C:33]([F:34])[C:28]=2[F:27])=[N:3][CH:4]=1. (2) Given the reactants C(OC(=O)NCC1C=CC(N2C3C(=CC(F)=CC=3)C=C2C2ON=C(C)N=2)=CC=1)(C)(C)C.ClCCl.FC(F)(F)C(O)=O.[F:42][C:43]1[CH:44]=[C:45]2[C:49](=[CH:50][CH:51]=1)[N:48]([C:52]1[CH:59]=[CH:58][C:55]([CH2:56][NH2:57])=[CH:54][CH:53]=1)[C:47]([C:60]1[O:64][N:63]=[C:62]([CH3:65])[N:61]=1)=[CH:46]2.[C:66]([O:70][C:71]([NH:73][C:74]1([C:77](O)=[O:78])[CH2:76][CH2:75]1)=[O:72])([CH3:69])([CH3:68])[CH3:67].C(Cl)CCl, predict the reaction product. The product is: [C:66]([O:70][C:71](=[O:72])[NH:73][C:74]1([C:77](=[O:78])[NH:57][CH2:56][C:55]2[CH:54]=[CH:53][C:52]([N:48]3[C:49]4[C:45](=[CH:44][C:43]([F:42])=[CH:51][CH:50]=4)[CH:46]=[C:47]3[C:60]3[O:64][N:63]=[C:62]([CH3:65])[N:61]=3)=[CH:59][CH:58]=2)[CH2:75][CH2:76]1)([CH3:69])([CH3:67])[CH3:68]. (3) Given the reactants [CH2:1]([N:8]1[CH:17]=[C:16]([C:18]([OH:20])=O)[C:15]2[C:10](=[CH:11][CH:12]=[C:13]([C:21]3[CH:26]=[C:25]([C:27](=[O:32])[NH:28][CH:29]4[CH2:31][CH2:30]4)[CH:24]=[CH:23][C:22]=3[CH3:33])[CH:14]=2)[C:9]1=[O:34])[C:2]1[CH:7]=[CH:6][CH:5]=[CH:4][CH:3]=1.[CH3:35][N:36]([CH3:40])[CH2:37][CH2:38][NH2:39].C(N(CC)C(C)C)(C)C.CN(C(ON1N=NC2C=CC=NC1=2)=[N+](C)C)C.F[P-](F)(F)(F)(F)F, predict the reaction product. The product is: [CH2:1]([N:8]1[CH:17]=[C:16]([C:18]([NH:39][CH2:38][CH2:37][N:36]([CH3:40])[CH3:35])=[O:20])[C:15]2[C:10](=[CH:11][CH:12]=[C:13]([C:21]3[CH:26]=[C:25]([C:27](=[O:32])[NH:28][CH:29]4[CH2:31][CH2:30]4)[CH:24]=[CH:23][C:22]=3[CH3:33])[CH:14]=2)[C:9]1=[O:34])[C:2]1[CH:3]=[CH:4][CH:5]=[CH:6][CH:7]=1. (4) Given the reactants [Cl:1][CH2:2][C@@H:3]1[C:11]2[C:6](=[CH:7][C:8]([OH:16])=[C:9]3[CH:14]=[C:13]([CH3:15])[S:12][C:10]3=2)[N:5]([C:17]([O:19][C:20]([CH3:23])([CH3:22])[CH3:21])=[O:18])[CH2:4]1.[C:24](Cl)(=[O:26])[CH3:25], predict the reaction product. The product is: [C:24]([O:16][C:8]1[CH:7]=[C:6]2[C:11]([C@@H:3]([CH2:2][Cl:1])[CH2:4][N:5]2[C:17]([O:19][C:20]([CH3:23])([CH3:22])[CH3:21])=[O:18])=[C:10]2[S:12][C:13]([CH3:15])=[CH:14][C:9]=12)(=[O:26])[CH3:25]. (5) Given the reactants [NH2:1][C:2]1[CH:6]=[CH:5][N:4]([CH3:7])[N:3]=1.C[O:9][C:10]([C:12]1[CH:22]=[C:21]([O:23][C:24]2[CH:29]=[CH:28][C:27]([C:30]#[N:31])=[C:26]([F:32])[CH:25]=2)[C:15]2[CH2:16][C:17]([CH3:20])([CH3:19])[O:18][C:14]=2[CH:13]=1)=O, predict the reaction product. The product is: [CH3:7][N:4]1[CH:5]=[CH:6][C:2]([NH:1][C:10]([C:12]2[CH:22]=[C:21]([O:23][C:24]3[CH:29]=[CH:28][C:27]([C:30]#[N:31])=[C:26]([F:32])[CH:25]=3)[C:15]3[CH2:16][C:17]([CH3:20])([CH3:19])[O:18][C:14]=3[CH:13]=2)=[O:9])=[N:3]1. (6) Given the reactants Br[CH:2]([C:4]1[N:13]([CH2:14][CH2:15][CH3:16])[C:12](=[O:17])[C:11]2[C:6](=[CH:7][CH:8]=[CH:9][CH:10]=2)[N:5]=1)[CH3:3].[Br:18][C:19]1[CH:24]=[CH:23][C:22]([S:25]([N:28]2[CH2:33][CH2:32][NH:31][CH2:30][CH2:29]2)(=[O:27])=[O:26])=[CH:21][CH:20]=1, predict the reaction product. The product is: [Br:18][C:19]1[CH:20]=[CH:21][C:22]([S:25]([N:28]2[CH2:33][CH2:32][N:31]([CH:2]([C:4]3[N:13]([CH2:14][CH2:15][CH3:16])[C:12](=[O:17])[C:11]4[C:6](=[CH:7][CH:8]=[CH:9][CH:10]=4)[N:5]=3)[CH3:3])[CH2:30][CH2:29]2)(=[O:27])=[O:26])=[CH:23][CH:24]=1. (7) Given the reactants [Cl:1][C:2]1[CH:3]=[C:4]([CH2:37][OH:38])[CH:5]=[N:6][C:7]=1[N:8]1[CH2:13][CH2:12][N:11]([C:14]2[NH:18][C:17]3[C:19]([C:27]4[CH:32]=[C:31]([F:33])[C:30]([F:34])=[C:29]([F:35])[CH:28]=4)=[CH:20][C:21]([C:23]([F:26])([F:25])[F:24])=[CH:22][C:16]=3[N:15]=2)[C@H:10]([CH3:36])[CH2:9]1, predict the reaction product. The product is: [Cl:1][C:2]1[CH:3]=[C:4]([CH:37]=[O:38])[CH:5]=[N:6][C:7]=1[N:8]1[CH2:13][CH2:12][N:11]([C:14]2[NH:18][C:17]3[C:19]([C:27]4[CH:28]=[C:29]([F:35])[C:30]([F:34])=[C:31]([F:33])[CH:32]=4)=[CH:20][C:21]([C:23]([F:25])([F:24])[F:26])=[CH:22][C:16]=3[N:15]=2)[C@H:10]([CH3:36])[CH2:9]1.